Predict the product of the given reaction. From a dataset of Forward reaction prediction with 1.9M reactions from USPTO patents (1976-2016). (1) Given the reactants [O:1]=[C:2]1[N:8]([CH:9]2[CH2:14][CH2:13][N:12]([C:15]([O:17][C@@H:18]([C:28](O)=[O:29])[CH2:19][C:20]3[CH:25]=[C:24]([Br:26])[CH:23]=[C:22]([Br:27])[CH:21]=3)=[O:16])[CH2:11][CH2:10]2)[CH2:7][CH2:6][C:5]2[CH:31]=[CH:32][CH:33]=[CH:34][C:4]=2[NH:3]1.CN(C(ON1N=NC2C=CC=CC1=2)=[N+](C)C)C.[B-](F)(F)(F)F.C(N(C(C)C)C(C)C)C.C1C=CC2N(O)N=NC=2C=1.[CH3:76][N:77]([CH3:84])[CH:78]1[CH2:83][CH2:82][NH:81][CH2:80][CH2:79]1, predict the reaction product. The product is: [O:1]=[C:2]1[N:8]([CH:9]2[CH2:14][CH2:13][N:12]([C:15]([O:17][C@H:18]([CH2:19][C:20]3[CH:25]=[C:24]([Br:26])[CH:23]=[C:22]([Br:27])[CH:21]=3)[C:28]([N:81]3[CH2:82][CH2:83][CH:78]([N:77]([CH3:84])[CH3:76])[CH2:79][CH2:80]3)=[O:29])=[O:16])[CH2:11][CH2:10]2)[CH2:7][CH2:6][C:5]2[CH:31]=[CH:32][CH:33]=[CH:34][C:4]=2[NH:3]1. (2) Given the reactants [Cl:1][C:2]1[CH:7]=[CH:6][CH:5]=[C:4]([Cl:8])[C:3]=1[C:9]1[NH:13][C:12](=[O:14])[N:11]([C:15]2[CH:24]=[CH:23][C:18]([C:19](OC)=[O:20])=[C:17]([O:25][CH3:26])[CH:16]=2)[N:10]=1.O[N:28]=[C:29]([NH2:33])[CH:30]([CH3:32])[CH3:31].[H-].[Na+], predict the reaction product. The product is: [Cl:8][C:4]1[CH:5]=[CH:6][CH:7]=[C:2]([Cl:1])[C:3]=1[C:9]1[NH:13][C:12](=[O:14])[N:11]([C:15]2[CH:24]=[CH:23][C:18]([C:19]3[O:20][N:33]=[C:29]([CH:30]([CH3:32])[CH3:31])[N:28]=3)=[C:17]([O:25][CH3:26])[CH:16]=2)[N:10]=1. (3) Given the reactants [N+:1]([C:4]1[CH:5]=[C:6]2[C:10](=[CH:11][CH:12]=1)[NH:9][CH:8]=[C:7]2[CH2:13][CH2:14][N:15]1[C:23](=[O:24])[C:22]2[C:17](=[CH:18][CH:19]=[CH:20][CH:21]=2)[C:16]1=[O:25])([O-])=O.CO, predict the reaction product. The product is: [NH2:1][C:4]1[CH:5]=[C:6]2[C:10](=[CH:11][CH:12]=1)[NH:9][CH:8]=[C:7]2[CH2:13][CH2:14][N:15]1[C:16](=[O:25])[C:17]2[C:22](=[CH:21][CH:20]=[CH:19][CH:18]=2)[C:23]1=[O:24].